From a dataset of Catalyst prediction with 721,799 reactions and 888 catalyst types from USPTO. Predict which catalyst facilitates the given reaction. (1) Reactant: C(O[C:6](=O)[N:7]([C:9]1([S:15]([C:18]2[CH:23]=[CH:22][C:21]([C:24]3[N:28]=[C:27]([CH2:29][CH2:30][CH2:31][CH2:32][CH2:33][CH2:34][CH2:35][CH3:36])[O:26][N:25]=3)=[CH:20][CH:19]=2)(=[O:17])=[O:16])[CH2:14][CH2:13][NH:12][CH2:11][CH2:10]1)C)(C)(C)C. Product: [CH2:29]([C:27]1[O:26][N:25]=[C:24]([C:21]2[CH:22]=[CH:23][C:18]([S:15]([C:9]3([NH:7][CH3:6])[CH2:14][CH2:13][NH:12][CH2:11][CH2:10]3)(=[O:17])=[O:16])=[CH:19][CH:20]=2)[N:28]=1)[CH2:30][CH2:31][CH2:32][CH2:33][CH2:34][CH2:35][CH3:36]. The catalyst class is: 106. (2) Product: [CH3:37][CH2:36][CH2:35][CH2:34][CH2:33][O:38][C:39]([NH:20][C:19]1[C:21]([F:23])=[CH:22][N:15]([C@@H:6]2[O:7][C@H:8]([CH3:14])[C@@H:9]([OH:10])[C@H:5]2[OH:4])[C:16](=[O:17])[N:18]=1)=[O:40]. Reactant: C([O:4][C@@H:5]1[C@H:9]([O:10]C(=O)C)[C@@H:8]([CH3:14])[O:7][C@H:6]1[N:15]1[CH:22]=[C:21]([F:23])[C:19]([NH2:20])=[N:18][C:16]1=[O:17])(=O)C.C(Cl)Cl.N1C=CC=CC=1.[CH2:33]([O:38][C:39](Cl)=[O:40])[CH2:34][CH2:35][CH2:36][CH3:37]. The catalyst class is: 6. (3) Reactant: C([O:4][CH2:5][CH2:6][O:7][C:8]1[CH:32]=[CH:31][C:30]([O:33][CH3:34])=[CH:29][C:9]=1[CH2:10][N:11]([C:15]1[CH:20]=[C:19]([F:21])[CH:18]=[CH:17][C:16]=1[O:22][C:23]1[CH:28]=[CH:27][CH:26]=[CH:25][CH:24]=1)[C:12](=[O:14])[CH3:13])C=C.C(OCC)C.C(=O)([O-])O.[Na+]. Product: [F:21][C:19]1[CH:18]=[CH:17][C:16]([O:22][C:23]2[CH:24]=[CH:25][CH:26]=[CH:27][CH:28]=2)=[C:15]([N:11]([CH2:10][C:9]2[CH:29]=[C:30]([O:33][CH3:34])[CH:31]=[CH:32][C:8]=2[O:7][CH2:6][CH2:5][OH:4])[C:12](=[O:14])[CH3:13])[CH:20]=1. The catalyst class is: 602. (4) Reactant: [NH2:1][C:2]1[CH:7]=[N:6][C:5]([C:8]2[CH:13]=[CH:12][C:11]([O:14][CH3:15])=[CH:10][CH:9]=2)=[CH:4][N:3]=1.N1C=CC=CC=1.[Br:22]Br. Product: [NH2:1][C:2]1[C:7]([Br:22])=[N:6][C:5]([C:8]2[CH:13]=[CH:12][C:11]([O:14][CH3:15])=[CH:10][CH:9]=2)=[CH:4][N:3]=1. The catalyst class is: 22. (5) Reactant: C([N:5]1[C:9]2=[N:10][C:11]([S:21][C:22]3[CH:27]=[CH:26][C:25]([F:28])=[CH:24][CH:23]=3)=[N:12][C:13]([NH:14][C:15]3[CH:19]=[C:18]([CH3:20])[NH:17][N:16]=3)=[C:8]2[CH:7]=[N:6]1)(C)(C)C.C(O)=[O:30].Cl.OOS([O-])=O.[K+].[OH2:39]. Product: [F:28][C:25]1[CH:26]=[CH:27][C:22]([S:21]([C:11]2[N:10]=[C:9]3[NH:5][N:6]=[CH:7][C:8]3=[C:13]([NH:14][C:15]3[CH:19]=[C:18]([CH3:20])[NH:17][N:16]=3)[N:12]=2)(=[O:30])=[O:39])=[CH:23][CH:24]=1. The catalyst class is: 5. (6) Reactant: [NH2:1][C:2]([C:4]1[CH:13]=[CH:12][C:7]([C:8]([O:10][CH3:11])=[O:9])=[C:6]([Cl:14])[CH:5]=1)=O.C(N(CC)CC)C.FC(F)(F)C(OC(=O)C(F)(F)F)=O.O. Product: [Cl:14][C:6]1[CH:5]=[C:4]([C:2]#[N:1])[CH:13]=[CH:12][C:7]=1[C:8]([O:10][CH3:11])=[O:9]. The catalyst class is: 4. (7) Reactant: C([O:3][C:4](=[O:20])[CH2:5][N:6]([CH3:19])[C:7]1[C:15]2[C:10](=[CH:11][CH:12]=[C:13]([N+:16]([O-:18])=[O:17])[CH:14]=2)[NH:9][N:8]=1)C.O.[OH-].[Li+]. Product: [CH3:19][N:6]([CH2:5][C:4]([OH:20])=[O:3])[C:7]1[C:15]2[C:10](=[CH:11][CH:12]=[C:13]([N+:16]([O-:18])=[O:17])[CH:14]=2)[NH:9][N:8]=1. The catalyst class is: 200.